Dataset: Forward reaction prediction with 1.9M reactions from USPTO patents (1976-2016). Task: Predict the product of the given reaction. (1) Given the reactants I[C:2]1[CH:15]=[CH:14][C:5]([NH:6][C:7](=[O:13])[O:8][C:9]([CH3:12])([CH3:11])[CH3:10])=[C:4]([CH3:16])[CH:3]=1.C([Li])CCC.C([O:25][CH2:26][C:27]([F:30])([F:29])[F:28])(=O)C.Cl, predict the reaction product. The product is: [CH3:16][C:4]1[CH:3]=[C:2]([C:26](=[O:25])[C:27]([F:30])([F:29])[F:28])[CH:15]=[CH:14][C:5]=1[NH:6][C:7](=[O:13])[O:8][C:9]([CH3:12])([CH3:11])[CH3:10]. (2) Given the reactants [CH2:1]([CH:19]1[CH2:24][C:23](=[O:25])[O:22][C:20]1=O)[CH2:2][CH2:3][CH2:4][CH2:5][CH2:6][CH2:7][CH2:8][CH2:9][CH2:10][CH2:11][CH2:12][CH2:13][CH2:14][CH2:15][CH2:16][CH2:17][CH3:18].[NH2:26][CH2:27][CH2:28][CH2:29][CH2:30][CH2:31][CH2:32][OH:33], predict the reaction product. The product is: [OH:33][CH2:32][CH2:31][CH2:30][CH2:29][CH2:28][CH2:27][N:26]1[C:23](=[O:25])[CH2:24][CH:19]([CH2:1][CH2:2][CH2:3][CH2:4][CH2:5][CH2:6][CH2:7][CH2:8][CH2:9][CH2:10][CH2:11][CH2:12][CH2:13][CH2:14][CH2:15][CH2:16][CH2:17][CH3:18])[C:20]1=[O:22]. (3) Given the reactants C[NH:2][C:3]1[C:4](=[CH:8][C:9]([CH3:13])=[CH:10][C:11]=1[CH3:12])[C:5]([OH:7])=[O:6].[F:14][C:15]1[CH:20]=[CH:19][C:18]([S:21](Cl)(=[O:23])=[O:22])=[CH:17][CH:16]=1.N1C=CC=C[CH:26]=1, predict the reaction product. The product is: [CH3:26][O:7][C:5](=[O:6])[C:4]1[CH:8]=[C:9]([CH3:13])[CH:10]=[C:11]([CH3:12])[C:3]=1[NH:2][S:21]([C:18]1[CH:19]=[CH:20][C:15]([F:14])=[CH:16][CH:17]=1)(=[O:23])=[O:22]. (4) The product is: [CH3:14][C:13]1[CH:12]=[CH:11][S:10][C:9]=1[CH2:7][C:6]([OH:15])=[O:5]. Given the reactants O.NN.C[O:5][C:6](=[O:15])[C:7]([C:9]1[S:10][CH:11]=[CH:12][C:13]=1[CH3:14])=O.[OH-].[K+].Cl, predict the reaction product.